Dataset: Full USPTO retrosynthesis dataset with 1.9M reactions from patents (1976-2016). Task: Predict the reactants needed to synthesize the given product. (1) Given the product [C:21]([O:25][C:26](=[O:27])[NH:13][C@H:8]1[CH2:7][CH2:6][C:5]2[C:10](=[CH:11][CH:12]=[C:3]([Br:2])[CH:4]=2)[CH2:9]1)([CH3:24])([CH3:23])[CH3:22], predict the reactants needed to synthesize it. The reactants are: Cl.[Br:2][C:3]1[CH:4]=[C:5]2[C:10](=[CH:11][CH:12]=1)[CH2:9][C@@H:8]([NH2:13])[CH2:7][CH2:6]2.C(N(CC)CC)C.[C:21]([O:25][C:26](O[C:26]([O:25][C:21]([CH3:24])([CH3:23])[CH3:22])=[O:27])=[O:27])([CH3:24])([CH3:23])[CH3:22]. (2) The reactants are: C1(C(=[N:14][C:15]([CH3:22])([CH2:18][CH:19]([F:21])[F:20])[C:16]#[N:17])C2C=CC=CC=2)C=CC=CC=1.[ClH:23]. Given the product [ClH:23].[NH2:14][C:15]([CH3:22])([CH2:18][CH:19]([F:21])[F:20])[C:16]#[N:17], predict the reactants needed to synthesize it. (3) Given the product [C:31]([NH:30][C:26]1[CH:25]=[C:24]([N:15]([CH2:16][CH2:17][C:18]2[CH:19]=[CH:20][CH:21]=[CH:22][CH:23]=2)[C:13](=[O:14])[NH:12][C:10]2[S:11][C:7]([S:6][CH2:5][C:4]([OH:34])=[O:3])=[CH:8][N:9]=2)[CH:29]=[CH:28][CH:27]=1)(=[O:33])[CH3:32], predict the reactants needed to synthesize it. The reactants are: C([O:3][C:4](=[O:34])[CH2:5][S:6][C:7]1[S:11][C:10]([NH:12][C:13]([N:15]([C:24]2[CH:29]=[CH:28][CH:27]=[C:26]([NH:30][C:31](=[O:33])[CH3:32])[CH:25]=2)[CH2:16][CH2:17][C:18]2[CH:23]=[CH:22][CH:21]=[CH:20][CH:19]=2)=[O:14])=[N:9][CH:8]=1)C.C1(CN(C2C=CC(S(C)(=O)=O)=CC=2)C(=O)NC2SC=C(CC(O)=O)N=2)CCCC1.C(NC1C=C(NCCC2C=CC=CC=2)C=CC=1)(=O)C.C(OC(=O)CSC1SC(N)=NC=1)C. (4) Given the product [F:1][C:2]1[CH:3]=[CH:4][C:5]([CH:8]([OH:23])[CH:9]([N:21]([CH3:22])[C:34]([C:24]2[C:33]3[C:28](=[CH:29][CH:30]=[CH:31][CH:32]=3)[CH:27]=[CH:26][CH:25]=2)=[O:35])[CH2:10][C:11]2[CH:16]=[CH:15][C:14]([C:17]([F:20])([F:19])[F:18])=[CH:13][CH:12]=2)=[CH:6][CH:7]=1, predict the reactants needed to synthesize it. The reactants are: [F:1][C:2]1[CH:7]=[CH:6][C:5]([CH:8]([OH:23])[CH:9]([NH:21][CH3:22])[CH2:10][C:11]2[CH:16]=[CH:15][C:14]([C:17]([F:20])([F:19])[F:18])=[CH:13][CH:12]=2)=[CH:4][CH:3]=1.[C:24]1([C:34](Cl)=[O:35])[C:33]2[C:28](=[CH:29][CH:30]=[CH:31][CH:32]=2)[CH:27]=[CH:26][CH:25]=1.C(=O)([O-])O.[Na+]. (5) Given the product [ClH:1].[Cl:1][C:2]1[CH:7]=[CH:6][C:5]([S:8]([N:11]([CH2:26][C:27]2[CH:28]=[CH:29][C:30]([OH:33])=[CH:31][CH:32]=2)[C:12]2[CH:13]=[CH:14][C:15]([O:18][CH2:19][CH2:20][N:21]3[CH2:25][CH2:24][CH2:23][CH2:22]3)=[CH:16][CH:17]=2)(=[O:10])=[O:9])=[CH:4][CH:3]=1, predict the reactants needed to synthesize it. The reactants are: [Cl:1][C:2]1[CH:7]=[CH:6][C:5]([S:8]([N:11]([CH2:26][C:27]2[CH:32]=[CH:31][C:30]([OH:33])=[CH:29][CH:28]=2)[C:12]2[CH:17]=[CH:16][C:15]([O:18][CH2:19][CH2:20][N:21]3[CH2:25][CH2:24][CH2:23][CH2:22]3)=[CH:14][CH:13]=2)(=[O:10])=[O:9])=[CH:4][CH:3]=1.Cl.